Dataset: Full USPTO retrosynthesis dataset with 1.9M reactions from patents (1976-2016). Task: Predict the reactants needed to synthesize the given product. (1) Given the product [Cl:1][C:2]1[N:3]=[C:4]([N:12]2[CH2:17][CH2:16][O:15][CH2:14][CH2:13]2)[C:5]2[N:10]=[C:9]([CH2:11][CH:31]([C:32]3[CH:37]=[CH:36][CH:35]=[CH:34][CH:33]=3)[OH:38])[S:8][C:6]=2[N:7]=1, predict the reactants needed to synthesize it. The reactants are: [Cl:1][C:2]1[N:3]=[C:4]([N:12]2[CH2:17][CH2:16][O:15][CH2:14][CH2:13]2)[C:5]2[N:10]=[C:9]([CH3:11])[S:8][C:6]=2[N:7]=1.CN(C)CCN(C)C.[Li]CCCC.[CH:31](=[O:38])[C:32]1[CH:37]=[CH:36][CH:35]=[CH:34][CH:33]=1. (2) Given the product [Cl:1][C:2]1[C:3]([C:8]([N:44]2[CH2:45][CH2:46][C:40]3[C:39]([N:47]4[CH2:52][CH2:51][O:50][CH2:49][CH2:48]4)=[N:38][C:37]([C:34]4[CH:33]=[CH:32][C:31]([NH:30][C:28]([NH:27][CH2:25][CH3:26])=[O:29])=[CH:36][CH:35]=4)=[N:42][C:41]=3[CH2:43]2)=[O:10])=[N:4][CH:5]=[CH:6][N:7]=1, predict the reactants needed to synthesize it. The reactants are: [Cl:1][C:2]1[C:3]([C:8]([OH:10])=O)=[N:4][CH:5]=[CH:6][N:7]=1.C(Cl)Cl.CN(C)C=O.C(Cl)(=O)C(Cl)=O.[CH2:25]([NH:27][C:28]([NH:30][C:31]1[CH:36]=[CH:35][C:34]([C:37]2[N:38]=[C:39]([N:47]3[CH2:52][CH2:51][O:50][CH2:49][CH2:48]3)[C:40]3[CH2:46][CH2:45][NH:44][CH2:43][C:41]=3[N:42]=2)=[CH:33][CH:32]=1)=[O:29])[CH3:26].C(N(CC)C(C)C)(C)C. (3) Given the product [CH3:1][NH:2][C:3]([CH:5]([NH:13][C:14]([C:16]1[CH:26]=[C:18]([CH3:25])[O:19][C:20]=1[C:21]([F:24])([F:23])[F:22])=[O:15])[CH2:6][C:7]1[CH:12]=[CH:11][CH:10]=[CH:9][CH:8]=1)=[O:4], predict the reactants needed to synthesize it. The reactants are: [CH3:1][NH:2][C:3]([CH:5]([NH:13][C:14]([C:16]1N=[C:18]([CH3:25])[O:19][C:20]=1[C:21]([F:24])([F:23])[F:22])=[O:15])[CH2:6][C:7]1[CH:12]=[CH:11][CH:10]=[CH:9][CH:8]=1)=[O:4].[CH3:26]NC(C(NC(C1C(C(F)(F)F)=NN(C)C=1)=O)CC1C=CC=CC=1)=O. (4) Given the product [NH2:21][C:20]1[CH:19]=[CH:18][C:15]([C:16]#[N:17])=[CH:14][C:13]=1[NH:12][CH2:11][C@@H:8]1[CH2:9][CH2:10][N:6]([C:4]([CH:1]2[CH2:2][CH2:3]2)=[O:5])[CH2:7]1, predict the reactants needed to synthesize it. The reactants are: [CH:1]1([C:4]([N:6]2[CH2:10][CH2:9][C@@H:8]([CH2:11][NH:12][C:13]3[CH:14]=[C:15]([CH:18]=[CH:19][C:20]=3[N+:21]([O-])=O)[C:16]#[N:17])[CH2:7]2)=[O:5])[CH2:3][CH2:2]1. (5) Given the product [O:3]1[C:8]2=[CH:9][CH:10]=[CH:11][C:7]2=[CH:6][C:5]([CH:12]2[CH2:17][CH2:16][CH2:15][CH2:14][N:13]2[CH2:18][CH2:19][C@H:20]2[CH2:21][CH2:22][C@H:23]([NH:26][C:34](=[O:35])[CH2:33][C:31]3[O:30][N:29]=[C:28]([CH3:27])[CH:32]=3)[CH2:24][CH2:25]2)=[CH:4]1, predict the reactants needed to synthesize it. The reactants are: Cl.Cl.[O:3]1[C:8]2=[CH:9][CH:10]=[CH:11][C:7]2=[CH:6][C:5]([CH:12]2[CH2:17][CH2:16][CH2:15][CH2:14][N:13]2[CH2:18][CH2:19][C@H:20]2[CH2:25][CH2:24][C@H:23]([NH2:26])[CH2:22][CH2:21]2)=[CH:4]1.[CH3:27][C:28]1[CH:32]=[C:31]([CH2:33][C:34](O)=[O:35])[O:30][N:29]=1. (6) The reactants are: [Si]([O:18][CH2:19][CH2:20][C:21]1([C:50]2[CH:55]=[CH:54][CH:53]=[CH:52][CH:51]=2)[N:25]([C:26]2[S:27][C:28]3[CH2:29][N:30](C(OC(C)(C)C)=O)[CH2:31][CH2:32][C:33]=3[N:34]=2)[N:24]=[C:23]([C:42]2[CH:47]=[C:46]([F:48])[CH:45]=[CH:44][C:43]=2[F:49])[S:22]1)(C(C)(C)C)(C1C=CC=CC=1)C1C=CC=CC=1.Cl.O1CCOCC1.O. Given the product [F:49][C:43]1[CH:44]=[CH:45][C:46]([F:48])=[CH:47][C:42]=1[C:23]1[S:22][C:21]([CH2:20][CH2:19][OH:18])([C:50]2[CH:51]=[CH:52][CH:53]=[CH:54][CH:55]=2)[N:25]([C:26]2[S:27][C:28]3[CH2:29][NH:30][CH2:31][CH2:32][C:33]=3[N:34]=2)[N:24]=1, predict the reactants needed to synthesize it. (7) Given the product [CH:16]1[CH:10]=[CH:8][C:1]2[C:7](=[CH:6][CH:5]=[CH:4][C:2]=2[OH:3])[CH:17]=1, predict the reactants needed to synthesize it. The reactants are: [C:1]12(CS(O)(=O)=O)[C:8]([CH3:10])(C)[CH:5]([CH2:6][CH2:7]1)[CH2:4][C:2]2=[O:3].[C:16]1(C)C=CC(S(O)(=O)=O)=C[CH:17]=1.